This data is from Reaction yield outcomes from USPTO patents with 853,638 reactions. The task is: Predict the reaction yield, written as a fraction of the theoretical maximum amount of product (1.0 means a 100% yield; for example, 0.34 means a 34% yield). (1) The catalyst is CN(C=O)C. The yield is 0.950. The product is [C@@H:63]([C@@H:62]([C:61](=[O:68])[N:60]([CH2:69][CH2:70][CH3:71])[C@@H:56]([CH:57]([CH3:58])[CH3:59])[CH2:55][C@H:54]([C:72]1[S:73][CH:74]=[C:75]([C:77]([NH:79][C@@H:80]([CH2:88][C:89]2[CH:94]=[CH:93][CH:92]=[CH:91][CH:90]=2)[CH2:81][C:82]([CH3:86])([CH3:87])[C:83]([OH:85])=[O:84])=[O:78])[N:76]=1)[O:53][C:50](=[O:52])[CH3:51])[NH:67][C:10](=[O:12])[C@@H:9]([CH:13]([CH3:15])[CH3:14])[N:8]([CH3:16])[C:6](=[O:7])[O:5][C:1]([CH3:2])([CH3:3])[CH3:4])([CH2:64][CH3:65])[CH3:66]. The reactants are [C:1]([O:5][C:6]([N:8]([CH3:16])[C@H:9]([CH:13]([CH3:15])[CH3:14])[C:10]([OH:12])=O)=[O:7])([CH3:4])([CH3:3])[CH3:2].CN(C(ON1N=NC2C=CC=NC1=2)=[N+](C)C)C.F[P-](F)(F)(F)(F)F.CCN(C(C)C)C(C)C.[C:50]([O:53][C@@H:54]([C:72]1[S:73][CH:74]=[C:75]([C:77]([NH:79][C@@H:80]([CH2:88][C:89]2[CH:94]=[CH:93][CH:92]=[CH:91][CH:90]=2)[CH2:81][C:82]([CH3:87])([CH3:86])[C:83]([OH:85])=[O:84])=[O:78])[N:76]=1)[CH2:55][C@@H:56]([N:60]([CH2:69][CH2:70][CH3:71])[C:61](=[O:68])[C@@H:62]([NH2:67])[C@@H:63]([CH3:66])[CH2:64][CH3:65])[CH:57]([CH3:59])[CH3:58])(=[O:52])[CH3:51].C(O)(C(F)(F)F)=O. (2) The reactants are [CH:1]([N:4]1[C:8]2[CH:9]=[CH:10][CH:11]=[CH:12][C:7]=2[N:6]([C:13]([NH:15][CH2:16][CH:17]2[CH2:22][CH2:21][NH:20][CH2:19][CH2:18]2)=[O:14])[C:5]1=[O:23])([CH3:3])[CH3:2].[C:24]([O:28][C:29]([CH3:32])([CH3:31])[CH3:30])(=[O:27])[CH:25]=[CH2:26]. The catalyst is C1COCC1.C([O-])(O)=O.[Na+]. The product is [CH:1]([N:4]1[C:8]2[CH:9]=[CH:10][CH:11]=[CH:12][C:7]=2[N:6]([C:13]([NH:15][CH2:16][CH:17]2[CH2:18][CH2:19][N:20]([CH2:26][CH2:25][C:24]([O:28][C:29]([CH3:32])([CH3:31])[CH3:30])=[O:27])[CH2:21][CH2:22]2)=[O:14])[C:5]1=[O:23])([CH3:3])[CH3:2]. The yield is 0.160. (3) The reactants are [C:1]([O:4][C@H:5]1[C@H:10]([O:11][C:12](=[O:14])[CH3:13])[C@@H:9]([O:15][C:16](=[O:18])[CH3:17])[C@H:8]([C:19]2[CH:24]=[CH:23][C:22]([Cl:25])=[C:21]([CH2:26]Br)[CH:20]=2)[O:7][C@@H:6]1[CH2:28][O:29][C:30](=[O:32])[CH3:31])(=[O:3])[CH3:2].CC1(C)C(C)(C)OB([C:41]2[CH:46]=[CH:45][C:44]([C:47](=[O:50])[CH2:48][CH3:49])=[CH:43][CH:42]=2)O1.C([O-])([O-])=O.[Na+].[Na+]. The catalyst is CN(C=O)C.O.C(OCC)(=O)C.C1C=CC(P(C2C=CC=CC=2)[C-]2C=CC=C2)=CC=1.C1C=CC(P(C2C=CC=CC=2)[C-]2C=CC=C2)=CC=1.Cl[Pd]Cl.[Fe+2]. The product is [C:1]([O:4][C@H:5]1[C@H:10]([O:11][C:12](=[O:14])[CH3:13])[C@@H:9]([O:15][C:16](=[O:18])[CH3:17])[C@H:8]([C:19]2[CH:24]=[CH:23][C:22]([Cl:25])=[C:21]([CH2:26][C:41]3[CH:46]=[CH:45][C:44]([C:47](=[O:50])[CH2:48][CH3:49])=[CH:43][CH:42]=3)[CH:20]=2)[O:7][C@@H:6]1[CH2:28][O:29][C:30](=[O:32])[CH3:31])(=[O:3])[CH3:2]. The yield is 0.810. (4) The yield is 0.620. No catalyst specified. The reactants are [CH2:1]([N:8]([CH2:25][C:26]1[CH:31]=[CH:30][CH:29]=[CH:28][CH:27]=1)[S:9]([C:12]1[CH:21]=[C:20]2[C:15]([CH:16]=[CH:17][C:18](C(O)=O)=[CH:19]2)=[CH:14][CH:13]=1)(=[O:11])=[O:10])[C:2]1[CH:7]=[CH:6][CH:5]=[CH:4][CH:3]=1.C1C=CC(P(N=[N+]=[N-])(C2C=CC=CC=2)=[O:39])=CC=1.CC[N:51]([CH2:54]C)CC.[CH3:56][C:57]([OH:60])([CH3:59])[CH3:58]. The product is [CH2:25]([N:8]([CH2:1][C:2]1[CH:7]=[CH:6][CH:5]=[CH:4][CH:3]=1)[S:9]([C:12]1[CH:21]=[C:20]2[C:15]([CH:16]=[CH:17][C:18]([NH:51][C:54](=[O:39])[O:60][C:57]([CH3:59])([CH3:58])[CH3:56])=[CH:19]2)=[CH:14][CH:13]=1)(=[O:11])=[O:10])[C:26]1[CH:31]=[CH:30][CH:29]=[CH:28][CH:27]=1. (5) The reactants are [CH3:1][C:2]1[C:7](=[O:8])[C:6]([CH3:9])=[C:5]([CH3:10])[C:4](=[O:11])[C:3]=1[CH2:12][C:13]1[CH:18]=[CH:17][C:16]([CH2:19][CH2:20][C:21](O)=[O:22])=[CH:15][CH:14]=1.[NH:24]1[CH2:29][CH2:28][O:27][CH2:26][CH2:25]1. No catalyst specified. The product is [CH3:1][C:2]1[C:7](=[O:8])[C:6]([CH3:9])=[C:5]([CH3:10])[C:4](=[O:11])[C:3]=1[CH2:12][C:13]1[CH:14]=[CH:15][C:16]([CH2:19][CH2:20][C:21]([N:24]2[CH2:29][CH2:28][O:27][CH2:26][CH2:25]2)=[O:22])=[CH:17][CH:18]=1. The yield is 0.690.